Regression/Classification. Given a drug SMILES string, predict its absorption, distribution, metabolism, or excretion properties. Task type varies by dataset: regression for continuous measurements (e.g., permeability, clearance, half-life) or binary classification for categorical outcomes (e.g., BBB penetration, CYP inhibition). Dataset: cyp3a4_veith. From a dataset of CYP3A4 inhibition data for predicting drug metabolism from PubChem BioAssay. (1) The compound is Cc1ccc(C(=O)C(OC(=O)CNS(=O)(=O)c2ccccc2)c2ccccc2)cc1. The result is 1 (inhibitor). (2) The molecule is c1nc(NC2CCNCC2)c2cc(-c3ccoc3)ccc2n1. The result is 0 (non-inhibitor). (3) The molecule is CCOC(=O)[C@H](CCc1ccccc1)N[C@@H](C)C(=O)N1[C@H](C(=O)O)C[C@H]2CCC[C@@H]21. The result is 0 (non-inhibitor). (4) The drug is O=C(c1sc2ccccc2c1Cl)N(Cc1ccccc1)C1CCS(=O)(=O)C1. The result is 1 (inhibitor). (5) The molecule is CS(=O)(=O)Nc1cccc(-c2nc(NC3CC3)c3ccccc3n2)c1. The result is 1 (inhibitor). (6) The compound is CCOC(=O)C(=CNc1cccc(C)c1C)C(=O)OCC. The result is 1 (inhibitor). (7) The compound is C=CCCC(=O)Nc1nc(C)c(-c2csc(Nc3ccc(Cl)cc3)n2)s1. The result is 1 (inhibitor).